Dataset: Catalyst prediction with 721,799 reactions and 888 catalyst types from USPTO. Task: Predict which catalyst facilitates the given reaction. (1) Reactant: [F:1][C:2]([F:24])([F:23])[C:3]1[N:7]2[CH:8]=[C:9]([C:12]3[CH:17]=[CH:16][C:15]([NH:18][S:19]([CH3:22])(=[O:21])=[O:20])=[CH:14][CH:13]=3)[CH:10]=[CH:11][C:6]2=[N:5][N:4]=1.[C:25](=O)([O-])[O-].[K+].[K+].CI. Product: [CH3:25][N:18]([C:15]1[CH:14]=[CH:13][C:12]([C:9]2[CH:10]=[CH:11][C:6]3[N:7]([C:3]([C:2]([F:23])([F:1])[F:24])=[N:4][N:5]=3)[CH:8]=2)=[CH:17][CH:16]=1)[S:19]([CH3:22])(=[O:21])=[O:20]. The catalyst class is: 3. (2) Reactant: [Br:1][C:2]1[CH:11]=[C:10]2[C:5]([CH:6]=[CH:7][N:8]=[C:9]2[OH:12])=[CH:4][CH:3]=1.[C:13]([O:17][C:18](=[O:27])[C:19]1[CH:24]=[CH:23][C:22]([CH2:25]Br)=[CH:21][CH:20]=1)([CH3:16])([CH3:15])[CH3:14].C(=O)([O-])[O-].[Cs+].[Cs+]. Product: [C:13]([O:17][C:18](=[O:27])[C:19]1[CH:20]=[CH:21][C:22]([CH2:25][N:8]2[CH:7]=[CH:6][C:5]3[C:10](=[CH:11][C:2]([Br:1])=[CH:3][CH:4]=3)[C:9]2=[O:12])=[CH:23][CH:24]=1)([CH3:16])([CH3:15])[CH3:14]. The catalyst class is: 9. (3) Reactant: Cl.[CH3:2][C:3]1[CH:4]=[C:5]([NH:10]N)[CH:6]=[CH:7][C:8]=1[CH3:9].O.Cl.[NH:14]1[CH2:19][CH2:18][C:17](=O)[CH2:16][CH2:15]1.Cl. Product: [CH3:2][C:3]1[C:8]([CH3:9])=[CH:7][C:6]2[C:16]3[CH2:15][NH:14][CH2:19][CH2:18][C:17]=3[NH:10][C:5]=2[CH:4]=1. The catalyst class is: 14. (4) Reactant: [F:1][C:2]1[CH:7]=[C:6]([CH2:8][CH2:9]O)[CH:5]=[CH:4][C:3]=1[NH:11][C:12](=[O:18])[O:13][C:14]([CH3:17])([CH3:16])[CH3:15].N1C=CN=C1.C1(P(C2C=CC=CC=2)C2C=CC=CC=2)C=CC=CC=1.[I:43]I. Product: [F:1][C:2]1[CH:7]=[C:6]([CH2:8][CH2:9][I:43])[CH:5]=[CH:4][C:3]=1[NH:11][C:12](=[O:18])[O:13][C:14]([CH3:17])([CH3:16])[CH3:15]. The catalyst class is: 34. (5) Reactant: [Br:1][C:2]1[CH:21]=[CH:20][CH:19]=[CH:18][C:3]=1[C:4]([N:6]1[CH2:11][CH2:10][N:9]([C:12](=[O:17])[CH2:13][C:14]([OH:16])=O)[CH2:8][CH2:7]1)=[O:5].CCN=C=NCCCN(C)C.C1C=CC2N(O)N=NC=2C=1.[S:43]1[CH:47]=[CH:46][C:45]([C:48]2[CH:53]=[CH:52][C:51]([NH2:54])=[CH:50][CH:49]=2)=[CH:44]1. Product: [Br:1][C:2]1[CH:21]=[CH:20][CH:19]=[CH:18][C:3]=1[C:4]([N:6]1[CH2:7][CH2:8][N:9]([C:12](=[O:17])[CH2:13][C:14]([NH:54][C:51]2[CH:50]=[CH:49][C:48]([C:45]3[CH:46]=[CH:47][S:43][CH:44]=3)=[CH:53][CH:52]=2)=[O:16])[CH2:10][CH2:11]1)=[O:5]. The catalyst class is: 792.